Dataset: Full USPTO retrosynthesis dataset with 1.9M reactions from patents (1976-2016). Task: Predict the reactants needed to synthesize the given product. (1) Given the product [CH2:4]([C@H:8]1[CH2:12][CH2:11][N:10]([C@@H:13]([CH2:18][CH:19]=[CH2:20])[C:14]([OH:16])=[O:15])[C:9]1=[O:21])[CH:5]([CH3:7])[CH3:6], predict the reactants needed to synthesize it. The reactants are: [Li+].[OH-].O.[CH2:4]([C@H:8]1[CH2:12][CH2:11][N:10]([C@@H:13]([CH2:18][CH:19]=[CH2:20])[C:14]([O:16]C)=[O:15])[C:9]1=[O:21])[CH:5]([CH3:7])[CH3:6]. (2) Given the product [CH3:19][C:6]1[CH:7]=[C:8]([O:12][C:13]2[CH:18]=[CH:17][CH:16]=[CH:15][CH:14]=2)[CH:9]=[C:10]([CH3:11])[C:5]=1[C:3]1[N:20]=[C:21]([NH2:23])[S:22][CH:2]=1, predict the reactants needed to synthesize it. The reactants are: Br[CH2:2][C:3]([C:5]1[C:10]([CH3:11])=[CH:9][C:8]([O:12][C:13]2[CH:18]=[CH:17][CH:16]=[CH:15][CH:14]=2)=[CH:7][C:6]=1[CH3:19])=O.[NH2:20][C:21]([NH2:23])=[S:22].